Dataset: Full USPTO retrosynthesis dataset with 1.9M reactions from patents (1976-2016). Task: Predict the reactants needed to synthesize the given product. (1) Given the product [CH3:1][O:2][CH2:3][CH2:4][N:5]([CH3:13])[C:6]1[N:7]=[CH:8][C:9]([NH:12][C:19](=[O:20])[O:21][C:22]2[CH:27]=[CH:26][CH:25]=[CH:24][CH:23]=2)=[CH:10][CH:11]=1, predict the reactants needed to synthesize it. The reactants are: [CH3:1][O:2][CH2:3][CH2:4][N:5]([CH3:13])[C:6]1[CH:11]=[CH:10][C:9]([NH2:12])=[CH:8][N:7]=1.CC(C)=O.Cl[C:19]([O:21][C:22]1[CH:27]=[CH:26][CH:25]=[CH:24][CH:23]=1)=[O:20]. (2) Given the product [C:12]([O:11][C:9](=[O:10])[NH:16][CH2:17][C:18]#[C:19][C:5]1[CH:6]=[CH:7][C:2]([Cl:1])=[CH:3][CH:4]=1)([CH3:15])([CH3:14])[CH3:13], predict the reactants needed to synthesize it. The reactants are: [Cl:1][C:2]1[CH:7]=[CH:6][C:5](I)=[CH:4][CH:3]=1.[C:9]([NH:16][CH2:17][C:18]#[CH:19])([O:11][C:12]([CH3:15])([CH3:14])[CH3:13])=[O:10].C(N(CC)C(C)C)(C)C. (3) Given the product [Cl:1][C:2]1[CH:10]=[CH:9][CH:8]=[C:7]2[C:3]=1[C:4]([C:11]([NH:13][CH2:14][C:15]1([OH:23])[CH2:20][CH2:19][CH2:18][C:17]([F:22])([F:21])[CH2:16]1)=[O:12])=[CH:5][N:6]2[CH:33]1[CH2:34][CH2:35][NH:31][CH2:32]1, predict the reactants needed to synthesize it. The reactants are: [Cl:1][C:2]1[CH:10]=[CH:9][CH:8]=[C:7]2[C:3]=1[C:4]([C:11]([NH:13][CH2:14][C:15]1([OH:23])[CH2:20][CH2:19][CH2:18][C:17]([F:22])([F:21])[CH2:16]1)=[O:12])=[CH:5][NH:6]2.C(OC([N:31]1[CH2:35][CH2:34][CH:33](O)[CH2:32]1)=O)(C)(C)C.C(P(=CC#N)(CCCC)CCCC)CCC. (4) Given the product [CH3:31][N:25]1[CH2:26][CH2:27][N:22]([CH2:21][CH2:20][N:5]2[CH:6]=[CH:7][CH:8]=[C:9]([C:10]3[CH:11]=[CH:12][C:13]([C:14]([O:16][CH3:17])=[O:15])=[CH:18][CH:19]=3)[C:4]2=[O:3])[CH2:23][C:24]1=[O:28], predict the reactants needed to synthesize it. The reactants are: [H-].[Na+].[O:3]=[C:4]1[C:9]([C:10]2[CH:19]=[CH:18][C:13]([C:14]([O:16][CH3:17])=[O:15])=[CH:12][CH:11]=2)=[CH:8][CH:7]=[CH:6][N:5]1[CH2:20][CH2:21][N:22]1[CH2:27][CH2:26][NH:25][C:24](=[O:28])[CH2:23]1.CI.[C:31](=O)([O-])O.[Na+]. (5) Given the product [Br:1][C:2]1[C:3]([NH:15][CH:16]2[CH2:21][CH2:20][N:19]([CH3:22])[CH2:18][CH2:17]2)=[CH:4][C:5]([NH2:8])=[N:6][CH:7]=1, predict the reactants needed to synthesize it. The reactants are: [Br:1][C:2]1[C:3]([NH:15][CH:16]2[CH2:21][CH2:20][N:19]([CH3:22])[CH2:18][CH2:17]2)=[CH:4][C:5]([NH:8]C(=O)C(C)(C)C)=[N:6][CH:7]=1.C([O-])([O-])=O.[Na+].[Na+]. (6) Given the product [O:27]1[C:28]2[C:33](=[CH:32][CH:31]=[CH:30][CH:29]=2)[C:24]([CH2:23][C:36]([OH:42])([C:35]([F:44])([F:43])[F:34])[C:37]([O:39][CH2:40][CH3:41])=[O:38])=[CH:25][CH2:26]1, predict the reactants needed to synthesize it. The reactants are: C1C=C2C=CC(O)=C(C3C4C(=CC=CC=4)C=CC=3O)C2=CC=1.[CH2:23]=[C:24]1[C:33]2[C:28](=[CH:29][CH:30]=[CH:31][CH:32]=2)[O:27][CH2:26][CH2:25]1.[F:34][C:35]([F:44])([F:43])[C:36](=[O:42])[C:37]([O:39][CH2:40][CH3:41])=[O:38]. (7) Given the product [CH2:31]([O:33][C:34](=[O:37])[CH2:35][N:28]1[C:18]2=[N:17][CH:16]=[C:15]3[C:20]([N:21]([CH2:24][CH3:25])[C:22](=[O:23])[C:13]([C:12]4[CH:11]=[C:10]([O:29][CH3:30])[CH:9]=[C:3]([C:4](=[O:5])[NH:6][CH2:7][CH3:8])[C:2]=4[Cl:1])=[CH:14]3)=[C:19]2[CH:26]=[CH:27]1)[CH3:32], predict the reactants needed to synthesize it. The reactants are: [Cl:1][C:2]1[C:12]([C:13]2[C:22](=[O:23])[N:21]([CH2:24][CH3:25])[C:20]3[C:15](=[CH:16][N:17]=[C:18]4[NH:28][CH:27]=[CH:26][C:19]4=3)[CH:14]=2)=[CH:11][C:10]([O:29][CH3:30])=[CH:9][C:3]=1[C:4]([NH:6][CH2:7][CH3:8])=[O:5].[CH2:31]([O:33][C:34](=[O:37])[CH2:35]Cl)[CH3:32].C(=O)([O-])[O-].[K+].[K+]. (8) Given the product [OH:31][CH:28]([CH3:30])[CH2:29][NH:27][C:23]1[C:24]([CH:25]=[C:19]([NH:18][C:6]2[C:5]3[C:10](=[CH:11][C:12]([O:13][CH2:14][CH2:15][O:16][CH3:17])=[C:3]([O:2][CH3:1])[CH:4]=3)[N:9]=[CH:8][N:7]=2)[C:20](=[O:21])[CH:22]=1)=[O:26], predict the reactants needed to synthesize it. The reactants are: [CH3:1][O:2][C:3]1[CH:4]=[C:5]2[C:10](=[CH:11][C:12]=1[O:13][CH2:14][CH2:15][O:16][CH3:17])[N:9]=[CH:8][N:7]=[C:6]2[NH:18][C:19]1[C:20]([CH:22]=[C:23]([N:27]2[CH2:29][CH:28]2[CH3:30])[C:24](=[O:26])[CH:25]=1)=[O:21].[O:31]1CCCC1. (9) Given the product [CH3:13][N:12]1[CH2:14][CH2:2][C:3]2([C:20]3[CH:25]=[CH:24][CH:23]=[C:22]([O:37][CH3:36])[CH:21]=3)[CH:4]([CH3:5])[CH:11]1[CH2:10][C:28](=[O:29])[CH2:30]2, predict the reactants needed to synthesize it. The reactants are: N1C=[CH:5][CH2:4][CH2:3][CH2:2]1.CN([CH2:10][CH2:11][N:12]([CH3:14])[CH3:13])C.[Li]C(CC)C.[CH2:20]1[CH2:25][CH2:24][CH2:23][CH2:22][CH2:21]1.ClC[C:28]([O:30]COC)=[CH2:29].C1C[O:37][CH2:36]C1. (10) Given the product [Br:1][C:2]1[CH:8]=[C:7]([F:9])[C:5]([N+:6]([O-:16])=[O:15])=[C:4]([F:10])[CH:3]=1, predict the reactants needed to synthesize it. The reactants are: [Br:1][C:2]1[CH:8]=[C:7]([F:9])[C:5]([NH2:6])=[C:4]([F:10])[CH:3]=1.B1([O-])OO1.[OH2:15].[OH2:16].O.O.[Na+].